From a dataset of Full USPTO retrosynthesis dataset with 1.9M reactions from patents (1976-2016). Predict the reactants needed to synthesize the given product. (1) Given the product [CH:13]([C:12]1[CH:11]=[CH:10][C:9]([O:8][C:5]2[CH:6]=[CH:7][C:2]([NH:1][CH:20]=[O:21])=[C:3]([N+:17]([O-:19])=[O:18])[CH:4]=2)=[CH:16][CH:15]=1)=[O:14], predict the reactants needed to synthesize it. The reactants are: [NH2:1][C:2]1[CH:7]=[CH:6][C:5]([O:8][C:9]2[CH:16]=[CH:15][C:12]([CH:13]=[O:14])=[CH:11][CH:10]=2)=[CH:4][C:3]=1[N+:17]([O-:19])=[O:18].[CH:20](O)=[O:21]. (2) Given the product [NH2:21][C:22]1[CH:27]=[C:26]([C:15]2[C:14]3[C:9](=[C:10]([C:17]([F:20])([F:19])[F:18])[CH:11]=[CH:12][CH:13]=3)[N:8]=[CH:7][C:6]=2[C:4]([O:3][CH2:1][CH3:2])=[O:5])[CH:25]=[CH:24][CH:23]=1, predict the reactants needed to synthesize it. The reactants are: [CH2:1]([O:3][C:4]([C:6]1[CH:7]=[N:8][C:9]2[C:14]([C:15]=1Cl)=[CH:13][CH:12]=[CH:11][C:10]=2[C:17]([F:20])([F:19])[F:18])=[O:5])[CH3:2].[NH2:21][C:22]1[CH:23]=[C:24](B(O)O)[CH:25]=[CH:26][CH:27]=1. (3) Given the product [Cl:1][C:2]1[CH:11]=[CH:10][C:5]([C:6]2[N:17]=[C:12]([CH2:13][CH2:14][CH3:15])[O:16][CH:7]=2)=[CH:4][CH:3]=1, predict the reactants needed to synthesize it. The reactants are: [Cl:1][C:2]1[CH:11]=[CH:10][C:5]([C:6](=O)[CH2:7]Br)=[CH:4][CH:3]=1.[C:12]([NH2:17])(=[O:16])[CH2:13][CH2:14][CH3:15]. (4) Given the product [CH3:1][N:30]([C@@H:31]([CH:38]([CH3:40])[CH3:39])[C:32]#[C:33][Si:34]([CH3:37])([CH3:35])[CH3:36])[S@:28]([C:25]([CH3:24])([CH3:26])[CH3:27])=[O:29], predict the reactants needed to synthesize it. The reactants are: [CH:1](NC(C)C)(C)C.C([Li])CCC.CN(P(N(C)C)(N(C)C)=O)C.[CH3:24][C:25]([S@@:28]([NH:30][C@@H:31]([CH:38]([CH3:40])[CH3:39])[C:32]#[C:33][Si:34]([CH3:37])([CH3:36])[CH3:35])=[O:29])([CH3:27])[CH3:26].IC. (5) Given the product [C:1]([O:5][C:6]([N:8]1[CH2:13][CH2:12][CH:11]([C@@:14]2([CH3:24])[O:23][C:17]3=[CH:18][N:19]=[C:20]([C:32]4[CH:33]=[CH:34][C:29]([S:26]([CH3:25])(=[O:28])=[O:27])=[CH:30][CH:31]=4)[CH:21]=[C:16]3[CH2:15]2)[CH2:10][CH2:9]1)=[O:7])([CH3:4])([CH3:3])[CH3:2], predict the reactants needed to synthesize it. The reactants are: [C:1]([O:5][C:6]([N:8]1[CH2:13][CH2:12][CH:11]([C@@:14]2([CH3:24])[O:23][C:17]3=[CH:18][N:19]=[C:20](Cl)[CH:21]=[C:16]3[CH2:15]2)[CH2:10][CH2:9]1)=[O:7])([CH3:4])([CH3:3])[CH3:2].[CH3:25][S:26]([C:29]1[CH:34]=[CH:33][C:32](B(O)O)=[CH:31][CH:30]=1)(=[O:28])=[O:27].